This data is from Reaction yield outcomes from USPTO patents with 853,638 reactions. The task is: Predict the reaction yield, written as a fraction of the theoretical maximum amount of product (1.0 means a 100% yield; for example, 0.34 means a 34% yield). (1) The reactants are [NH2:1][C:2]1[CH:3]=[CH:4][C:5]([N:10]2[CH2:15][CH2:14][N:13]([CH:16]([C:24]3[CH:29]=[CH:28][C:27]([F:30])=[CH:26][CH:25]=3)[C:17]3[CH:22]=[CH:21][C:20]([F:23])=[CH:19][CH:18]=3)[CH2:12][CH2:11]2)=[C:6]([CH:9]=1)[C:7]#[N:8].[CH3:31][C:32]1[C:36]([N:37]=[C:38]=[O:39])=[C:35]([CH3:40])[O:34][N:33]=1. No catalyst specified. The product is [F:30][C:27]1[CH:26]=[CH:25][C:24]([CH:16]([C:17]2[CH:18]=[CH:19][C:20]([F:23])=[CH:21][CH:22]=2)[N:13]2[CH2:14][CH2:15][N:10]([C:5]3[CH:4]=[CH:3][C:2]([NH:1][C:38]([NH:37][C:36]4[C:32]([CH3:31])=[N:33][O:34][C:35]=4[CH3:40])=[O:39])=[CH:9][C:6]=3[C:7]#[N:8])[CH2:11][CH2:12]2)=[CH:29][CH:28]=1. The yield is 0.656. (2) The reactants are [Cl:1][C:2]1[CH:7]=[CH:6][N:5]=[C:4]2[CH:8]=[CH:9][S:10][C:3]=12.[Li]CCCC.Cl[C:17]([O:19][CH3:20])=[O:18]. The catalyst is C1COCC1. The product is [Cl:1][C:2]1[CH:7]=[CH:6][N:5]=[C:4]2[CH:8]=[C:9]([C:17]([O:19][CH3:20])=[O:18])[S:10][C:3]=12. The yield is 0.460.